This data is from Reaction yield outcomes from USPTO patents with 853,638 reactions. The task is: Predict the reaction yield, written as a fraction of the theoretical maximum amount of product (1.0 means a 100% yield; for example, 0.34 means a 34% yield). (1) The reactants are Cl[C:2]1[C:11]2[C:6](=[CH:7][C:8]([O:14][CH2:15][CH2:16][CH2:17][N:18]3[CH2:23][CH2:22][O:21][CH2:20][CH2:19]3)=[C:9]([O:12][CH3:13])[CH:10]=2)[N:5]=[CH:4][N:3]=1.[CH2:24]1[O:33][C:32]2[CH:31]=[CH:30][C:28]([NH2:29])=[CH:27][C:26]=2[O:25]1.Cl. The catalyst is C(O)(C)C. The product is [O:33]1[C:32]2[CH:31]=[CH:30][C:28]([NH:29][C:2]3[C:11]4[C:6](=[CH:7][C:8]([O:14][CH2:15][CH2:16][CH2:17][N:18]5[CH2:23][CH2:22][O:21][CH2:20][CH2:19]5)=[C:9]([O:12][CH3:13])[CH:10]=4)[N:5]=[CH:4][N:3]=3)=[CH:27][C:26]=2[O:25][CH2:24]1. The yield is 0.760. (2) The reactants are FC(F)(F)C(O)=O.[Cl:8][C:9]1[CH:14]=[C:13]([Cl:15])[CH:12]=[CH:11][C:10]=1[C@H:16]([N:18]1[C:26]2[C:21](=[CH:22][CH:23]=[C:24]([N:27]3[CH2:32][CH2:31][N:30]([C:33]([C@H:35]4[CH2:39][CH2:38][CH2:37][N:36]4C(OC(C)(C)C)=O)=[O:34])[C@H:29]([CH3:47])[CH2:28]3)[CH:25]=2)[CH:20]=[N:19]1)[CH3:17]. The catalyst is ClCCl. The product is [Cl:8][C:9]1[CH:14]=[C:13]([Cl:15])[CH:12]=[CH:11][C:10]=1[C@H:16]([N:18]1[C:26]2[C:21](=[CH:22][CH:23]=[C:24]([N:27]3[CH2:32][CH2:31][N:30]([C:33]([C@H:35]4[CH2:39][CH2:38][CH2:37][NH:36]4)=[O:34])[C@H:29]([CH3:47])[CH2:28]3)[CH:25]=2)[CH:20]=[N:19]1)[CH3:17]. The yield is 0.930. (3) The reactants are [Cl:1][C:2]1[C:3]([F:14])=[N:4][C:5]([F:13])=[C:6]([Cl:12])[C:7]=1[CH2:8]C(O)=O.[Br:15]Br. The catalyst is ClC1C=CC=CC=1.[Hg]=O. The product is [Br:15][CH2:8][C:7]1[C:2]([Cl:1])=[C:3]([F:14])[N:4]=[C:5]([F:13])[C:6]=1[Cl:12]. The yield is 0.800. (4) The reactants are [C:1]([C:5]1[N:10]=[C:9]([N:11]2[CH2:16][CH2:15][N:14]([CH2:17][CH2:18][CH2:19][Cl:20])[CH2:13][CH2:12]2)[CH:8]=[C:7]([C:21]([CH3:24])([CH3:23])[CH3:22])[N:6]=1)([CH3:4])([CH3:3])[CH3:2].[CH3:25][N:26]1[C:30]([CH3:31])=[N:29][N:28]=[C:27]1[SH:32].[I-].[K+].O. The catalyst is CN(C)C=O.C(OCC)(=O)C. The product is [ClH:20].[C:1]([C:5]1[N:10]=[C:9]([N:11]2[CH2:16][CH2:15][N:14]([CH2:17][CH2:18][CH2:19][S:32][C:27]3[N:26]([CH3:25])[C:30]([CH3:31])=[N:29][N:28]=3)[CH2:13][CH2:12]2)[CH:8]=[C:7]([C:21]([CH3:24])([CH3:23])[CH3:22])[N:6]=1)([CH3:4])([CH3:3])[CH3:2]. The yield is 0.410. (5) The reactants are [F:1][C:2]1[CH:7]=[CH:6][CH:5]=[C:4]([F:8])[C:3]=1[N:9]1[C:14]2[N:15]=[C:16]([S:34][CH3:35])[N:17]=[C:18]([C:19]3[CH:20]=[C:21]([CH:30]=[CH:31][C:32]=3[CH3:33])[C:22]([NH:24][C:25]3[S:26][CH:27]=[CH:28][N:29]=3)=[O:23])[C:13]=2[CH:12]=[CH:11][C:10]1=[O:36].C1C=C(Cl)C=C(C(OO)=[O:45])C=1.CCOC(C)=O.CCCCCC. The catalyst is C(Cl)Cl. The product is [F:8][C:4]1[CH:5]=[CH:6][CH:7]=[C:2]([F:1])[C:3]=1[N:9]1[C:14]2[N:15]=[C:16]([S:34]([CH3:35])=[O:45])[N:17]=[C:18]([C:19]3[CH:20]=[C:21]([CH:30]=[CH:31][C:32]=3[CH3:33])[C:22]([NH:24][C:25]3[S:26][CH:27]=[CH:28][N:29]=3)=[O:23])[C:13]=2[CH:12]=[CH:11][C:10]1=[O:36]. The yield is 0.810.